Dataset: CYP1A2 inhibition data for predicting drug metabolism from PubChem BioAssay. Task: Regression/Classification. Given a drug SMILES string, predict its absorption, distribution, metabolism, or excretion properties. Task type varies by dataset: regression for continuous measurements (e.g., permeability, clearance, half-life) or binary classification for categorical outcomes (e.g., BBB penetration, CYP inhibition). Dataset: cyp1a2_veith. (1) The drug is Cc1noc(C)c1C(=O)N1CCC2(CCN(Cc3ccc(C#N)cc3)CC2)CC1. The result is 0 (non-inhibitor). (2) The drug is Nc1c(-c2cccs2)cnn1-c1nc(-c2ccc(F)cc2)cs1. The result is 1 (inhibitor).